This data is from Reaction yield outcomes from USPTO patents with 853,638 reactions. The task is: Predict the reaction yield, written as a fraction of the theoretical maximum amount of product (1.0 means a 100% yield; for example, 0.34 means a 34% yield). (1) The reactants are [CH:1]([N:4]1[C:8]2[CH:9]=[CH:10][CH:11]=[CH:12][C:7]=2[NH:6][C:5]1=[O:13])([CH3:3])[CH3:2].C(N(CC)CC)C.ClC(OC1C=CC([N+]([O-])=O)=CC=1)=O.Cl.C(OC(C(C)(C)CN1CCC(CN)CC1)=O)C1C=CC=CC=1.[CH2:57]([O:64][C:65]([C:67]([CH3:85])([CH3:84])[CH2:68][N:69]1[CH2:74][CH2:73][CH:72]([CH2:75][NH:76][C:77](=O)[O:78]C(C)(C)C)[CH2:71][CH2:70]1)=[O:66])[C:58]1[CH:63]=[CH:62][CH:61]=[CH:60][CH:59]=1.Cl.[OH-].[Na+]. The catalyst is ClCCl.CO. The product is [CH2:57]([O:64][C:65]([C:67]([CH3:85])([CH3:84])[CH2:68][N:69]1[CH2:74][CH2:73][CH:72]([CH2:75][NH:76][C:77]([N:6]2[C:7]3[CH:12]=[CH:11][CH:10]=[CH:9][C:8]=3[N:4]([CH:1]([CH3:3])[CH3:2])[C:5]2=[O:13])=[O:78])[CH2:71][CH2:70]1)=[O:66])[C:58]1[CH:59]=[CH:60][CH:61]=[CH:62][CH:63]=1. The yield is 0.630. (2) The reactants are [OH:1][C:2]1[CH:3]=[C:4]2[C:9](=[CH:10][CH:11]=1)[CH:8]=[C:7]([C:12]1[C:20]3[C:15](=[CH:16][CH:17]=[C:18]([C:21]#[N:22])[CH:19]=3)[N:14]([CH:23]3[CH2:28][CH2:27][CH2:26][CH2:25][O:24]3)[N:13]=1)[CH:6]=[CH:5]2.C1(P(C2C=CC=CC=2)C2C=CC=CC=2)C=CC=CC=1.[CH3:48][C@H:49]1[CH2:53][CH2:52][C@@H:51]([CH3:54])[N:50]1[CH2:55][CH2:56]O. The catalyst is C1COCC1. The product is [CH3:48][CH:49]1[CH2:53][CH2:52][CH:51]([CH3:54])[N:50]1[CH2:55][CH2:56][O:1][C:2]1[CH:3]=[C:4]2[C:9](=[CH:10][CH:11]=1)[CH:8]=[C:7]([C:12]1[C:20]3[C:15](=[CH:16][CH:17]=[C:18]([C:21]#[N:22])[CH:19]=3)[N:14]([CH:23]3[CH2:28][CH2:27][CH2:26][CH2:25][O:24]3)[N:13]=1)[CH:6]=[CH:5]2. The yield is 0.290.